From a dataset of Catalyst prediction with 721,799 reactions and 888 catalyst types from USPTO. Predict which catalyst facilitates the given reaction. (1) Reactant: [CH3:1][O:2][C:3]1[CH:4]=[C:5]2[C:10](=[CH:11][C:12]=1[CH2:13][NH:14][C@H:15]1[CH2:20][CH2:19][CH2:18][N:17]([CH2:21][CH:22]3[CH2:26][CH2:25][C:24](=[O:27])[NH:23]3)[C@H:16]1[C:28]1[CH:33]=[CH:32][CH:31]=[CH:30][CH:29]=1)[N:9]([CH3:34])[C:8](=[O:35])[CH2:7][CH2:6]2.[H-].[Na+].[CH3:38]I.O. Product: [CH3:1][O:2][C:3]1[CH:4]=[C:5]2[C:10](=[CH:11][C:12]=1[CH2:13][NH:14][C@H:15]1[CH2:20][CH2:19][CH2:18][N:17]([CH2:21][C@@H:22]3[CH2:26][CH2:25][C:24](=[O:27])[N:23]3[CH3:38])[C@H:16]1[C:28]1[CH:33]=[CH:32][CH:31]=[CH:30][CH:29]=1)[N:9]([CH3:34])[C:8](=[O:35])[CH2:7][CH2:6]2. The catalyst class is: 1. (2) Reactant: [F:1][C:2]1[C:7]([F:8])=[C:6]([C:9]2[S:10][CH:11]=[CH:12][CH:13]=2)[C:5]([N+:14]([O-])=O)=[C:4]([N+:17]([O-])=O)[C:3]=1[C:20]1[S:21][CH:22]=[CH:23][CH:24]=1.[OH-].[Na+]. Product: [F:8][C:7]1[C:2]([F:1])=[C:3]([C:20]2[S:21][CH:22]=[CH:23][CH:24]=2)[C:4]([NH2:17])=[C:5]([NH2:14])[C:6]=1[C:9]1[S:10][CH:11]=[CH:12][CH:13]=1. The catalyst class is: 770. (3) Reactant: [NH2:1][C:2]1[CH:7]=[CH:6][C:5]([C:8]([N:10]2[CH2:15][CH2:14][NH:13][CH2:12][CH2:11]2)=[O:9])=[CH:4][C:3]=1[F:16].Cl[CH2:18][C:19]1[CH:20]=[C:21]([CH:32]=[CH:33][CH:34]=1)[C:22]([NH:24][C:25]([C:30]#[N:31])([CH:27]1[CH2:29][CH2:28]1)[CH3:26])=[O:23].[I-].[Na+].C(=O)([O-])[O-].[K+].[K+]. Product: [NH2:1][C:2]1[CH:7]=[CH:6][C:5]([C:8]([N:10]2[CH2:11][CH2:12][N:13]([CH2:18][C:19]3[CH:20]=[C:21]([CH:32]=[CH:33][CH:34]=3)[C:22]([NH:24][C:25]([C:30]#[N:31])([CH:27]3[CH2:29][CH2:28]3)[CH3:26])=[O:23])[CH2:14][CH2:15]2)=[O:9])=[CH:4][C:3]=1[F:16]. The catalyst class is: 10. (4) Reactant: [NH2:1][C:2]1[CH:10]=[C:9]2[C:5]([C:6]([C:21]([NH:23][CH2:24][C:25]3[CH:30]=[CH:29][C:28]([F:31])=[C:27]([F:32])[CH:26]=3)=[O:22])=[C:7]([CH:18]([CH3:20])[CH3:19])[N:8]2[CH2:11][C:12]2[CH:17]=[CH:16][CH:15]=[CH:14][CH:13]=2)=[CH:4][C:3]=1[F:33].Cl[CH2:35][CH2:36][N:37]=[C:38]=[S:39]. Product: [CH2:11]([N:8]1[C:9]2[C:5](=[CH:4][C:3]([F:33])=[C:2]([NH:1][C:38]3[S:39][CH2:35][CH2:36][N:37]=3)[CH:10]=2)[C:6]([C:21]([NH:23][CH2:24][C:25]2[CH:30]=[CH:29][C:28]([F:31])=[C:27]([F:32])[CH:26]=2)=[O:22])=[C:7]1[CH:18]([CH3:19])[CH3:20])[C:12]1[CH:17]=[CH:16][CH:15]=[CH:14][CH:13]=1. The catalyst class is: 624. (5) Reactant: [CH2:1]([O:8][C:9]1[CH:17]=[CH:16][C:12]([C:13]([OH:15])=O)=[CH:11][C:10]=1[O:18][CH2:19][CH:20]1[CH2:22][CH2:21]1)[C:2]1[CH:7]=[CH:6][CH:5]=[CH:4][CH:3]=1.Cl.CN(C)CCCN=C=NCC.[C:35]1([S:45]([NH2:48])(=[O:47])=[O:46])[C:36]([S:41]([NH2:44])(=[O:43])=[O:42])=[CH:37][CH:38]=[CH:39][CH:40]=1. Product: [CH2:1]([O:8][C:9]1[CH:17]=[CH:16][C:12]([C:13]([NH:48][S:45]([C:35]2[CH:40]=[CH:39][CH:38]=[CH:37][C:36]=2[S:41](=[O:43])(=[O:42])[NH2:44])(=[O:47])=[O:46])=[O:15])=[CH:11][C:10]=1[O:18][CH2:19][CH:20]1[CH2:22][CH2:21]1)[C:2]1[CH:3]=[CH:4][CH:5]=[CH:6][CH:7]=1. The catalyst class is: 468. (6) Reactant: C([Zn][CH2:4][CH3:5])C.CCCCCC.COC1C=CC=CC=1[C@H](N[C@H](C1C=CC=CC=1)C)C1C2C(=CC=CC=2)C=CC=1O.[Br:41][C:42]1[CH:49]=[CH:48][C:47]([F:50])=[CH:46][C:43]=1[CH:44]=[O:45].Cl. Product: [Br:41][C:42]1[CH:49]=[CH:48][C:47]([F:50])=[CH:46][C:43]=1[C@H:44]([OH:45])[CH2:4][CH3:5]. The catalyst class is: 11. (7) Reactant: [H-].[Na+].[F:3][C:4]1[CH:5]=[C:6]([SH:10])[CH:7]=[CH:8][CH:9]=1.Cl[C:12]1[CH:17]=[CH:16][C:15]([C:18]2[S:19][C:20]3[N:21]=[CH:22][N:23]=[CH:24][C:25]=3[N:26]=2)=[CH:14][C:13]=1[C:27]#[N:28].O. Product: [C:27]([C:13]1[CH:14]=[C:15]([C:18]2[S:19][C:20]3[N:21]=[CH:22][N:23]=[CH:24][C:25]=3[N:26]=2)[CH:16]=[CH:17][C:12]=1[S:10][C:6]1[CH:7]=[CH:8][CH:9]=[C:4]([F:3])[CH:5]=1)#[N:28]. The catalyst class is: 16. (8) Reactant: [CH:1]([C:3]1[CH:4]=[CH:5][C:6]([O:12][CH3:13])=[C:7]([CH:11]=1)[C:8]([O-:10])=[O:9])=O.[CH2:14](N)CCC.[N+:19]([CH3:22])([O-:21])=[O:20].O. Product: [CH3:13][O:12][C:6]1[CH:5]=[CH:4][C:3]([CH:1]=[CH:22][N+:19]([O-:21])=[O:20])=[CH:11][C:7]=1[C:8]([O:10][CH3:14])=[O:9]. The catalyst class is: 15.